This data is from Forward reaction prediction with 1.9M reactions from USPTO patents (1976-2016). The task is: Predict the product of the given reaction. (1) Given the reactants [CH:1]([C:4]1[S:5][C:6]([C:9]2[CH:14]=[CH:13][CH:12]=[C:11]([N+:15]([O-])=O)[CH:10]=2)=[N:7][N:8]=1)([CH3:3])[CH3:2].[Cl-].[NH4+], predict the reaction product. The product is: [CH:1]([C:4]1[S:5][C:6]([C:9]2[CH:10]=[C:11]([CH:12]=[CH:13][CH:14]=2)[NH2:15])=[N:7][N:8]=1)([CH3:3])[CH3:2]. (2) Given the reactants [Cl:1][C:2]1[CH:7]=[CH:6][C:5]([C:8](=[O:31])[CH2:9][N:10]2[CH2:15][CH2:14][CH:13]([N:16]3[C:20]4[CH:21]=[C:22]([F:29])[C:23]([C:25]([NH:27][CH3:28])=[O:26])=[CH:24][C:19]=4[NH:18][C:17]3=[O:30])[CH2:12][CH2:11]2)=[CH:4][CH:3]=1.[BH4-].[Na+].O, predict the reaction product. The product is: [Cl:1][C:2]1[CH:7]=[CH:6][C:5]([CH:8]([OH:31])[CH2:9][N:10]2[CH2:11][CH2:12][CH:13]([N:16]3[C:20]4[CH:21]=[C:22]([F:29])[C:23]([C:25]([NH:27][CH3:28])=[O:26])=[CH:24][C:19]=4[NH:18][C:17]3=[O:30])[CH2:14][CH2:15]2)=[CH:4][CH:3]=1.